Task: Predict the reaction yield, written as a fraction of the theoretical maximum amount of product (1.0 means a 100% yield; for example, 0.34 means a 34% yield).. Dataset: Reaction yield outcomes from USPTO patents with 853,638 reactions (1) The reactants are [F:1][C:2]1[CH:10]=[C:9]2[C:5]([C:6]([C:18]3[CH:19]=[CH:20][C:21]4[S:25](=[O:27])(=[O:26])[N:24]([CH2:28][C:29]5[N:33]=[CH:32][N:31]([CH3:34])[N:30]=5)[CH:23]([CH2:35][OH:36])[C:22]=4[CH:37]=3)=[CH:7][N:8]2C(OC(C)(C)C)=O)=[CH:4][CH:3]=1.CN.CCO. The catalyst is CCO.C(Cl)Cl. The product is [F:1][C:2]1[CH:10]=[C:9]2[C:5]([C:6]([C:18]3[CH:19]=[CH:20][C:21]4[S:25](=[O:27])(=[O:26])[N:24]([CH2:28][C:29]5[N:33]=[CH:32][N:31]([CH3:34])[N:30]=5)[CH:23]([CH2:35][OH:36])[C:22]=4[CH:37]=3)=[CH:7][NH:8]2)=[CH:4][CH:3]=1. The yield is 0.470. (2) The reactants are [NH2:1][C:2](=O)[CH2:3][N:4]1[C:9](=[N:10]S(C2C=CC(C)=CC=2)(=O)=O)[CH:8]=[CH:7][C:6]([O:21][C:22]2[CH:23]=[C:24]([NH:28][C:29](=[O:41])[C:30]3[CH:35]=[CH:34][CH:33]=[C:32]([C:36]([C:39]#[N:40])([CH3:38])[CH3:37])[CH:31]=3)[CH:25]=[CH:26][CH:27]=2)=[CH:5]1.[F:50][C:49]([F:52])([F:51])[C:48](O[C:48](=[O:53])[C:49]([F:52])([F:51])[F:50])=[O:53]. The catalyst is ClCCl. The product is [C:39]([C:36]([C:32]1[CH:31]=[C:30]([CH:35]=[CH:34][CH:33]=1)[C:29]([NH:28][C:24]1[CH:25]=[CH:26][CH:27]=[C:22]([O:21][C:6]2[CH:7]=[CH:8][C:9]3[N:4]([CH:3]=[C:2]([NH:1][C:48](=[O:53])[C:49]([F:50])([F:51])[F:52])[N:10]=3)[CH:5]=2)[CH:23]=1)=[O:41])([CH3:38])[CH3:37])#[N:40]. The yield is 0.520. (3) The reactants are C1(C2C(O)=[N:6][CH:7]=[N:8][C:9]=2O)CC1.O=P(Cl)(Cl)[Cl:14].CCN([CH:23]([CH3:25])[CH3:24])C(C)C.Cl[CH2:27][CH2:28][Cl:29]. No catalyst specified. The product is [Cl:29][C:28]1[C:27]([CH:23]2[CH2:25][CH2:24]2)=[C:9]([Cl:14])[N:8]=[CH:7][N:6]=1. The yield is 0.780. (4) The reactants are [NH2:1][C:2]1[CH:7]=[CH:6][CH:5]=[CH:4][C:3]=1[SH:8].[Br:9][C:10]1[CH:11]=[CH:12][C:13]([CH:16]=O)=[N:14][CH:15]=1. The catalyst is C(O)C. The product is [Br:9][C:10]1[CH:11]=[CH:12][C:13]([C:16]2[S:8][C:3]3[CH:4]=[CH:5][CH:6]=[CH:7][C:2]=3[N:1]=2)=[N:14][CH:15]=1. The yield is 0.480. (5) The yield is 0.230. The reactants are [F:1][C:2]([F:43])([F:42])[C:3]1[CH:4]=[C:5]([C@H:13]([N:15]([CH3:41])[C:16]([N:18]2[CH2:23][CH2:22][N:21]3[C:24](=[O:33])[C:25]([CH2:30][CH2:31]O)([CH2:27][CH2:28][OH:29])[CH2:26][C@H:20]3[C@@H:19]2[C:34]2[CH:39]=[CH:38][CH:37]=[CH:36][C:35]=2[CH3:40])=[O:17])[CH3:14])[CH:6]=[C:7]([C:9]([F:12])([F:11])[F:10])[CH:8]=1.CS(Cl)(=O)=O. The catalyst is C(Cl)Cl. The product is [F:12][C:9]([F:10])([F:11])[C:7]1[CH:6]=[C:5]([C@H:13]([N:15]([CH3:41])[C:16]([N:18]2[CH2:23][CH2:22][N:21]3[C:24](=[O:33])[C:25]4([CH2:30][CH2:31][O:29][CH2:28][CH2:27]4)[CH2:26][C@H:20]3[C@@H:19]2[C:34]2[CH:39]=[CH:38][CH:37]=[CH:36][C:35]=2[CH3:40])=[O:17])[CH3:14])[CH:4]=[C:3]([C:2]([F:1])([F:42])[F:43])[CH:8]=1. (6) The reactants are [F:1][C:2]1[CH:3]=[C:4]([C:10]2[CH:11]=[C:12]([CH2:21]OS(C)(=O)=O)[C:13](=[O:20])[N:14]([CH2:16][CH:17]([CH3:19])[CH3:18])[N:15]=2)[CH:5]=[CH:6][C:7]=1[O:8][CH3:9].[CH3:27][N:28]1[CH2:33][CH2:32][NH:31][CH2:30][CH2:29]1. No catalyst specified. The product is [F:1][C:2]1[CH:3]=[C:4]([C:10]2[CH:11]=[C:12]([CH2:21][N:31]3[CH2:32][CH2:33][N:28]([CH3:27])[CH2:29][CH2:30]3)[C:13](=[O:20])[N:14]([CH2:16][CH:17]([CH3:18])[CH3:19])[N:15]=2)[CH:5]=[CH:6][C:7]=1[O:8][CH3:9]. The yield is 0.809. (7) The reactants are [CH2:1]([N:3]([CH2:19][CH3:20])[CH2:4][CH2:5][N:6]1[CH2:11][CH2:10][C:9]2[NH:12][C:13]([CH:16]=O)=[C:14]([CH3:15])[C:8]=2[C:7]1=[O:18])[CH3:2].[CH3:21][C:22]1[CH:30]=[CH:29][CH:28]=[C:27]2[C:23]=1[CH2:24][C:25](=[O:31])[NH:26]2. No catalyst specified. The product is [CH2:1]([N:3]([CH2:19][CH3:20])[CH2:4][CH2:5][N:6]1[CH2:11][CH2:10][C:9]2[NH:12][C:13]([CH:16]=[C:24]3[C:23]4[C:27](=[CH:28][CH:29]=[CH:30][C:22]=4[CH3:21])[NH:26][C:25]3=[O:31])=[C:14]([CH3:15])[C:8]=2[C:7]1=[O:18])[CH3:2]. The yield is 0.525.